Dataset: Peptide-MHC class I binding affinity with 185,985 pairs from IEDB/IMGT. Task: Regression. Given a peptide amino acid sequence and an MHC pseudo amino acid sequence, predict their binding affinity value. This is MHC class I binding data. (1) The peptide sequence is TPGPGTRYPL. The MHC is HLA-A32:01 with pseudo-sequence HLA-A32:01. The binding affinity (normalized) is 0. (2) The peptide sequence is FPFDYAAAF. The MHC is Mamu-A2201 with pseudo-sequence Mamu-A2201. The binding affinity (normalized) is 1.00. (3) The binding affinity (normalized) is 0.501. The peptide sequence is FSTSAADIK. The MHC is HLA-A11:01 with pseudo-sequence HLA-A11:01. (4) The peptide sequence is YLINPNILY. The MHC is HLA-A68:01 with pseudo-sequence HLA-A68:01. The binding affinity (normalized) is 0.253. (5) The peptide sequence is RMRGAHTNDVK. The MHC is HLA-B44:02 with pseudo-sequence HLA-B44:02. The binding affinity (normalized) is 0. (6) The peptide sequence is GLYEAIEEC. The MHC is HLA-A02:19 with pseudo-sequence HLA-A02:19. The binding affinity (normalized) is 0.820. (7) The peptide sequence is SYPPPPASF. The MHC is HLA-A26:01 with pseudo-sequence HLA-A26:01. The binding affinity (normalized) is 0.0847. (8) The peptide sequence is AVLSIVNRV. The MHC is HLA-A02:02 with pseudo-sequence HLA-A02:02. The binding affinity (normalized) is 0.320. (9) The peptide sequence is VYQRGTHPF. The MHC is HLA-A02:19 with pseudo-sequence HLA-A02:19. The binding affinity (normalized) is 0.0847. (10) The binding affinity (normalized) is 0.0847. The MHC is HLA-A69:01 with pseudo-sequence HLA-A69:01. The peptide sequence is KMYEYVFKG.